Dataset: NCI-60 drug combinations with 297,098 pairs across 59 cell lines. Task: Regression. Given two drug SMILES strings and cell line genomic features, predict the synergy score measuring deviation from expected non-interaction effect. (1) Drug 1: C1CCC(C1)C(CC#N)N2C=C(C=N2)C3=C4C=CNC4=NC=N3. Drug 2: CC1CCC2CC(C(=CC=CC=CC(CC(C(=O)C(C(C(=CC(C(=O)CC(OC(=O)C3CCCCN3C(=O)C(=O)C1(O2)O)C(C)CC4CCC(C(C4)OC)O)C)C)O)OC)C)C)C)OC. Cell line: COLO 205. Synergy scores: CSS=17.2, Synergy_ZIP=1.80, Synergy_Bliss=2.30, Synergy_Loewe=-33.3, Synergy_HSA=-5.23. (2) Drug 1: CCCS(=O)(=O)NC1=C(C(=C(C=C1)F)C(=O)C2=CNC3=C2C=C(C=N3)C4=CC=C(C=C4)Cl)F. Drug 2: C#CCC(CC1=CN=C2C(=N1)C(=NC(=N2)N)N)C3=CC=C(C=C3)C(=O)NC(CCC(=O)O)C(=O)O. Cell line: SW-620. Synergy scores: CSS=-13.5, Synergy_ZIP=8.07, Synergy_Bliss=1.46, Synergy_Loewe=-112, Synergy_HSA=-16.6. (3) Drug 1: C1=CC(=CC=C1CCC2=CNC3=C2C(=O)NC(=N3)N)C(=O)NC(CCC(=O)O)C(=O)O. Drug 2: CC1=C2C(C(=O)C3(C(CC4C(C3C(C(C2(C)C)(CC1OC(=O)C(C(C5=CC=CC=C5)NC(=O)OC(C)(C)C)O)O)OC(=O)C6=CC=CC=C6)(CO4)OC(=O)C)O)C)O. Cell line: K-562. Synergy scores: CSS=62.1, Synergy_ZIP=-2.27, Synergy_Bliss=-2.93, Synergy_Loewe=-8.59, Synergy_HSA=-0.567. (4) Drug 1: C1CC(C1)(C(=O)O)C(=O)O.[NH2-].[NH2-].[Pt+2]. Drug 2: C1=NNC2=C1C(=O)NC=N2. Cell line: KM12. Synergy scores: CSS=-4.92, Synergy_ZIP=3.99, Synergy_Bliss=4.61, Synergy_Loewe=-1.11, Synergy_HSA=-1.97. (5) Drug 1: CC1OCC2C(O1)C(C(C(O2)OC3C4COC(=O)C4C(C5=CC6=C(C=C35)OCO6)C7=CC(=C(C(=C7)OC)O)OC)O)O. Drug 2: CC1C(C(CC(O1)OC2CC(CC3=C2C(=C4C(=C3O)C(=O)C5=C(C4=O)C(=CC=C5)OC)O)(C(=O)C)O)N)O.Cl. Cell line: 786-0. Synergy scores: CSS=61.2, Synergy_ZIP=11.3, Synergy_Bliss=12.6, Synergy_Loewe=15.2, Synergy_HSA=15.5. (6) Drug 1: CC12CCC(CC1=CCC3C2CCC4(C3CC=C4C5=CN=CC=C5)C)O. Drug 2: CC12CCC3C(C1CCC2O)C(CC4=C3C=CC(=C4)O)CCCCCCCCCS(=O)CCCC(C(F)(F)F)(F)F. Cell line: SK-MEL-28. Synergy scores: CSS=1.68, Synergy_ZIP=1.27, Synergy_Bliss=0.720, Synergy_Loewe=-2.22, Synergy_HSA=-1.96.